This data is from Forward reaction prediction with 1.9M reactions from USPTO patents (1976-2016). The task is: Predict the product of the given reaction. Given the reactants [F:1][C@H:2]1[CH2:19][C@@:17]2([CH3:18])[C@@H:13]([CH2:14][CH2:15][C:16]2=[O:20])[C@H:12]2[C@H:3]1[C:4]1[CH:5]=[CH:6][C:7]([OH:27])=[CH:8][C:9]=1[CH2:10][C@H:11]2[CH2:21][CH2:22][CH2:23][CH2:24][CH2:25]I.[NH:28]1[CH2:32][CH2:31][CH2:30][CH2:29]1.C(=O)(O)[O-].[Na+], predict the reaction product. The product is: [F:1][C@H:2]1[CH2:19][C@@:17]2([CH3:18])[C@@H:13]([CH2:14][CH2:15][C:16]2=[O:20])[C@H:12]2[C@H:3]1[C:4]1[CH:5]=[CH:6][C:7]([OH:27])=[CH:8][C:9]=1[CH2:10][C@H:11]2[CH2:21][CH2:22][CH2:23][CH2:24][CH2:25][N:28]1[CH2:32][CH2:31][CH2:30][CH2:29]1.